Task: Binary Classification. Given a drug SMILES string, predict its activity (active/inactive) in a high-throughput screening assay against a specified biological target.. Dataset: HIV replication inhibition screening data with 41,000+ compounds from the AIDS Antiviral Screen (1) The molecule is COc1ccc(-c2c(C#N)c(N)n(C3OCC(OC(C)=O)C(OC(C)=O)C3OC(C)=O)c(=S)c2C#N)cc1. The result is 0 (inactive). (2) The drug is N=c1[nH]nnn1CCCl. The result is 0 (inactive). (3) The molecule is O=C(O)C1(C(O)c2ccccc2)SCCCS1. The result is 0 (inactive). (4) The compound is CCOC(=O)CN(Cn1cncn1)Cn1cncn1. The result is 0 (inactive). (5) The molecule is CSC(SC)=C(C#N)C(N)=S. The result is 0 (inactive). (6) The result is 0 (inactive). The compound is CN(C)CC1CCCC(CN(C)C)C1=NOC(=O)c1ccccc1.Cl. (7) The compound is COC(=O)CC1CC2(C(=O)OC)c3[nH]c4ccccc4c3CCN2C1=O. The result is 0 (inactive).